From a dataset of Reaction yield outcomes from USPTO patents with 853,638 reactions. Predict the reaction yield, written as a fraction of the theoretical maximum amount of product (1.0 means a 100% yield; for example, 0.34 means a 34% yield). (1) The reactants are [CH2:1]([O:8][C:9](=[O:24])[NH:10][C@@H:11]1[CH2:14][N:13](C2C=CC(OC)=CC=2)[C:12]1=[O:23])[C:2]1[CH:7]=[CH:6][CH:5]=[CH:4][CH:3]=1.O=[N+]([O-])[O-].[O-][N+](=O)[O-].[O-][N+](=O)[O-].[O-][N+](=O)[O-].[O-][N+](=O)[O-].[O-][N+](=O)[O-].[Ce+4].[NH4+].[NH4+].C([O-])(O)=O.[Na+].CCOC(C)=O. The catalyst is CC#N.O. The product is [CH2:1]([O:8][C:9](=[O:24])[NH:10][C@@H:11]1[CH2:14][NH:13][C:12]1=[O:23])[C:2]1[CH:3]=[CH:4][CH:5]=[CH:6][CH:7]=1. The yield is 0.740. (2) The reactants are [Br:1][C:2]1[CH:7]=[CH:6][C:5]([OH:8])=[C:4]([CH3:9])[CH:3]=1.N1C=CC=CC=1.[C:16](Cl)(=[O:18])[CH3:17]. The catalyst is ClCCl. The product is [C:16]([O:8][C:5]1[CH:6]=[CH:7][C:2]([Br:1])=[CH:3][C:4]=1[CH3:9])(=[O:18])[CH3:17]. The yield is 1.00. (3) The reactants are [NH:1]([C:3]1[CH:8]=[C:7]([C:9]#[N:10])[CH:6]=[CH:5][N:4]=1)[NH2:2].O=[C:12]([CH2:19][CH2:20][CH3:21])[CH2:13][C:14](OCC)=[O:15]. No catalyst specified. The product is [OH:15][C:14]1[N:1]([C:3]2[CH:8]=[C:7]([C:9]#[N:10])[CH:6]=[CH:5][N:4]=2)[N:2]=[C:12]([CH2:19][CH2:20][CH3:21])[CH:13]=1. The yield is 0.440. (4) The reactants are [CH2:1]([O:8][C:9]1[C:16]([Br:17])=[CH:15][CH:14]=[CH:13][C:10]=1[CH:11]=[O:12])[C:2]1[CH:7]=[CH:6][CH:5]=[CH:4][CH:3]=1.[C:18]1([Mg]Br)[CH:23]=[CH:22][CH:21]=[CH:20][CH:19]=1. The catalyst is C1COCC1. The product is [CH2:1]([O:8][C:9]1[C:16]([Br:17])=[CH:15][CH:14]=[CH:13][C:10]=1[CH:11]([C:18]1[CH:23]=[CH:22][CH:21]=[CH:20][CH:19]=1)[OH:12])[C:2]1[CH:3]=[CH:4][CH:5]=[CH:6][CH:7]=1. The yield is 0.800. (5) The yield is 0.270. The product is [Cl:21][C:14]1[CH:15]=[CH:16][C:17]2[C:18](=[O:19])[NH:1][C:2]3[CH:3]=[C:4]([C:5]([OH:7])=[O:6])[CH:8]=[CH:9][C:10]=3[S:11][C:12]=2[CH:13]=1. The catalyst is C1COCC1. The reactants are [NH2:1][C:2]1[CH:3]=[C:4]([CH:8]=[CH:9][C:10]=1[S:11][C:12]1[C:17]([C:18](O)=[O:19])=[CH:16][CH:15]=[C:14]([Cl:21])[CH:13]=1)[C:5]([OH:7])=[O:6].Cl.O.